Dataset: Full USPTO retrosynthesis dataset with 1.9M reactions from patents (1976-2016). Task: Predict the reactants needed to synthesize the given product. (1) Given the product [OH:23][C:10]1[C:9]([N:3]2[CH2:4][CH2:5][O:6][CH2:7][C@@H:2]2[CH3:1])=[N:18][C:17]2[C:12](=[CH:13][CH:14]=[C:15]([C:19]([O:21][CH3:22])=[O:20])[CH:16]=2)[N:11]=1, predict the reactants needed to synthesize it. The reactants are: [CH3:1][C@H:2]1[CH2:7][O:6][CH2:5][CH2:4][NH:3]1.Cl[C:9]1[C:10]([OH:23])=[N:11][C:12]2[C:17]([N:18]=1)=[CH:16][C:15]([C:19]([O:21][CH3:22])=[O:20])=[CH:14][CH:13]=2.CCN(C(C)C)C(C)C. (2) Given the product [CH2:22]([C:24]1([NH:29][C:2]2[C:7]([C:8]#[N:9])=[CH:6][N:5]=[C:4]([S:10][CH3:11])[N:3]=2)[CH2:28][CH2:27][CH2:26][CH2:25]1)[CH3:23], predict the reactants needed to synthesize it. The reactants are: Cl[C:2]1[C:7]([C:8]#[N:9])=[CH:6][N:5]=[C:4]([S:10][CH3:11])[N:3]=1.CCN(C(C)C)C(C)C.Cl.[CH2:22]([C:24]1([NH2:29])[CH2:28][CH2:27][CH2:26][CH2:25]1)[CH3:23].O.